From a dataset of Catalyst prediction with 721,799 reactions and 888 catalyst types from USPTO. Predict which catalyst facilitates the given reaction. (1) Reactant: [C:1]([C:4]1[CH:5]=[CH:6][C:7]([NH:10][C:11](=[O:28])[CH:12]([NH:16][C:17](=[O:27])[CH2:18][C:19]2[CH:24]=[C:23]([F:25])[CH:22]=[C:21]([F:26])[CH:20]=2)[CH2:13][CH2:14][CH3:15])=[N:8][CH:9]=1)(=O)[CH3:2].[CH:29]1([NH2:33])[CH2:32][CH2:31][CH2:30]1.C(O[BH-](OC(=O)C)OC(=O)C)(=O)C.[Na+].C([BH3-])#N.[Na+]. Product: [CH:29]1([NH:33][CH:1]([C:4]2[CH:5]=[CH:6][C:7]([NH:10][C:11](=[O:28])[CH:12]([NH:16][C:17](=[O:27])[CH2:18][C:19]3[CH:24]=[C:23]([F:25])[CH:22]=[C:21]([F:26])[CH:20]=3)[CH2:13][CH2:14][CH3:15])=[N:8][CH:9]=2)[CH3:2])[CH2:32][CH2:31][CH2:30]1. The catalyst class is: 15. (2) Reactant: [CH2:1]([C:3]1[CH:4]=[C:5]2[C:9](=[CH:10][C:11]=1[N+:12]([O-:14])=[O:13])[NH:8][CH2:7][CH2:6]2)[CH3:2]. Product: [CH2:1]([C:3]1[CH:4]=[C:5]2[C:9](=[CH:10][C:11]=1[N+:12]([O-:14])=[O:13])[NH:8][CH:7]=[CH:6]2)[CH3:2]. The catalyst class is: 177. (3) The catalyst class is: 2. Reactant: [Br:1][C:2]1[CH:10]=[CH:9][CH:8]=[CH:7][C:3]=1[C:4]([OH:6])=O.CCN=C=NCCCN(C)C.C1C=CC2N(O)N=NC=2C=1.CN1CCOCC1.[NH2:39][CH2:40][C:41]([NH:43][C@H:44]([B:49]1[O:53][C@@H:52]2[CH2:54][C@@H:55]3[CH2:58][C@H:57]([C@:51]2([CH3:61])[O:50]1)[C:56]3([CH3:60])[CH3:59])[CH2:45][CH:46]([CH3:48])[CH3:47])=[O:42]. Product: [Br:1][C:2]1[CH:10]=[CH:9][CH:8]=[CH:7][C:3]=1[C:4]([NH:39][CH2:40][C:41]([NH:43][C@H:44]([B:49]1[O:53][C@@H:52]2[CH2:54][C@@H:55]3[CH2:58][C@H:57]([C@:51]2([CH3:61])[O:50]1)[C:56]3([CH3:59])[CH3:60])[CH2:45][CH:46]([CH3:48])[CH3:47])=[O:42])=[O:6]. (4) Reactant: CC1C=CC(S([O:11][CH2:12][C@H:13]2[CH2:15][C:14]2([F:17])[F:16])(=O)=O)=CC=1.[CH:18]1([C:21]2[CH:22]=[C:23]([CH:26]=[C:27](O)[C:28]=2[I:29])[CH:24]=[O:25])[CH2:20][CH2:19]1.C(=O)([O-])[O-].[K+].[K+].CN(C=O)C. Product: [CH:18]1([C:21]2[CH:22]=[C:23]([CH:26]=[C:27]([O:11][CH2:12][C@H:13]3[CH2:15][C:14]3([F:16])[F:17])[C:28]=2[I:29])[CH:24]=[O:25])[CH2:19][CH2:20]1. The catalyst class is: 84.